Dataset: Peptide-MHC class II binding affinity with 134,281 pairs from IEDB. Task: Regression. Given a peptide amino acid sequence and an MHC pseudo amino acid sequence, predict their binding affinity value. This is MHC class II binding data. (1) The peptide sequence is VIPAGELQVIEKVDA. The MHC is DRB1_0701 with pseudo-sequence DRB1_0701. The binding affinity (normalized) is 0.142. (2) The peptide sequence is RNEWILESDHLIAEM. The MHC is DRB1_0405 with pseudo-sequence DRB1_0405. The binding affinity (normalized) is 0.423.